Predict the reactants needed to synthesize the given product. From a dataset of Full USPTO retrosynthesis dataset with 1.9M reactions from patents (1976-2016). Given the product [NH2:10][CH2:11][C@@H:12]1[CH2:13][CH2:14][C@H:15]([NH:18][C:21]2[N:30]=[C:29]([N:31]([CH3:33])[CH3:32])[C:28]3[CH2:27][CH2:26][CH2:25][CH2:24][C:23]=3[N:22]=2)[CH2:16][CH2:17]1, predict the reactants needed to synthesize it. The reactants are: C(OC(=O)[NH:10][CH2:11][C@H:12]1[CH2:17][CH2:16][C@@H:15]([NH2:18])[CH2:14][CH2:13]1)C1C=CC=CC=1.Cl[C:21]1[N:30]=[C:29]([N:31]([CH3:33])[CH3:32])[C:28]2[CH2:27][CH2:26][CH2:25][CH2:24][C:23]=2[N:22]=1.C([O-])(O)=O.[Na+].